From a dataset of Forward reaction prediction with 1.9M reactions from USPTO patents (1976-2016). Predict the product of the given reaction. Given the reactants ClC(Cl)C.[CH2:5]([O:7][CH:8]([O:21][CH2:22][CH2:23][CH2:24][CH2:25][CH2:26][CH2:27][CH2:28][CH2:29]/[CH:30]=[CH:31]\[CH2:32]/[CH:33]=[CH:34]\[CH2:35][CH2:36][CH2:37][CH2:38][CH3:39])[CH2:9][N:10]1[C:18](=[O:19])[C:17]2[C:12](=[CH:13][CH:14]=[CH:15][CH:16]=2)[C:11]1=[O:20])[CH3:6].N1C(C)=C[CH:43]=[CH:42][C:41]=1[CH3:47].[Si](OS(C(F)(F)F)(=O)=O)(C)(C)C.C(O)CCCCC, predict the reaction product. The product is: [CH2:5]([O:7][CH:8]([O:21][CH2:22][CH2:23][CH2:24][CH2:25][CH2:26][CH2:27][CH2:28][CH2:29]/[CH:30]=[CH:31]\[CH2:32]/[CH:33]=[CH:34]\[CH2:35][CH2:36][CH2:37][CH2:38][CH3:39])[CH2:9][N:10]1[C:18](=[O:19])[C:17]2[C:12](=[CH:13][CH:14]=[CH:15][CH:16]=2)[C:11]1=[O:20])[CH2:6][CH2:47][CH2:41][CH2:42][CH3:43].